Task: Predict the reaction yield, written as a fraction of the theoretical maximum amount of product (1.0 means a 100% yield; for example, 0.34 means a 34% yield).. Dataset: Reaction yield outcomes from USPTO patents with 853,638 reactions The reactants are [F:1][C:2]1[CH:7]=[CH:6][C:5]([C@@H:8]([CH3:20])[C:9](N2[C@H](C(C)C)COC2=O)=[O:10])=[CH:4][CH:3]=1.[OH:21]O.[Li+].[OH-]. The catalyst is C1COCC1.O. The product is [F:1][C:2]1[CH:3]=[CH:4][C:5]([C@@H:8]([CH3:20])[C:9]([OH:10])=[O:21])=[CH:6][CH:7]=1. The yield is 0.920.